Dataset: Reaction yield outcomes from USPTO patents with 853,638 reactions. Task: Predict the reaction yield, written as a fraction of the theoretical maximum amount of product (1.0 means a 100% yield; for example, 0.34 means a 34% yield). (1) The reactants are Br[C:2]1[C:7]([N:8]([CH2:23][O:24][CH3:25])[S:9]([C:12]2[CH:17]=[CH:16][C:15]([Cl:18])=[C:14]([C:19]([F:22])([F:21])[F:20])[CH:13]=2)(=[O:11])=[O:10])=[CH:6][C:5]([Cl:26])=[CH:4][N:3]=1.C([Mg]Cl)(C)C.[CH3:32][O:33][C:34]1[N:45]=[CH:44][CH:43]=[CH:42][C:35]=1[C:36](N(OC)C)=[O:37]. The catalyst is C1COCC1. The product is [Cl:18][C:15]1[CH:16]=[CH:17][C:12]([S:9]([N:8]([C:7]2[C:2]([C:36]([C:35]3[C:34]([O:33][CH3:32])=[N:45][CH:44]=[CH:43][CH:42]=3)=[O:37])=[N:3][CH:4]=[C:5]([Cl:26])[CH:6]=2)[CH2:23][O:24][CH3:25])(=[O:11])=[O:10])=[CH:13][C:14]=1[C:19]([F:22])([F:21])[F:20]. The yield is 0.292. (2) The reactants are [NH2:1][C:2]1[CH:29]=[CH:28][C:5]([CH2:6][N:7]2[C:16]3[C:11](=[C:12]([CH2:19][CH:20]4[S:24][C:23](=[O:25])[NH:22][C:21]4=[O:26])[CH:13]=[CH:14][C:15]=3[O:17][CH3:18])[CH2:10][CH2:9][C:8]2=[O:27])=[CH:4][CH:3]=1.N1C=CC=CC=1.Cl[C:37]([O:39][CH2:40][CH2:41][CH2:42][CH2:43][CH3:44])=[O:38].Cl. The catalyst is ClCCl. The product is [CH2:40]([O:39][C:37]([NH:1][C:2]1[CH:3]=[CH:4][C:5]([CH2:6][N:7]2[C:16]3[C:11](=[C:12]([CH2:19][CH:20]4[S:24][C:23](=[O:25])[NH:22][C:21]4=[O:26])[CH:13]=[CH:14][C:15]=3[O:17][CH3:18])[CH2:10][CH2:9][C:8]2=[O:27])=[CH:28][CH:29]=1)=[O:38])[CH2:41][CH2:42][CH2:43][CH3:44]. The yield is 0.970. (3) The reactants are [Br:1][C:2]1[CH:3]=[CH:4][CH:5]=[C:6]2[C:10]=1[NH:9][N:8]=[CH:7]2.[H-].[Na+].Cl[CH2:14][O:15][CH2:16][CH2:17][Si:18]([CH3:21])([CH3:20])[CH3:19].O. The catalyst is O1CCCC1. The product is [Br:1][C:2]1[CH:3]=[CH:4][CH:5]=[C:6]2[C:10]=1[N:9]([CH2:14][O:15][CH2:16][CH2:17][Si:18]([CH3:21])([CH3:20])[CH3:19])[N:8]=[CH:7]2. The yield is 0.770. (4) The reactants are [C:1]([CH2:3][C:4]([NH:6][C:7]1[CH:12]=[CH:11][C:10]([C:13]2[N:17]=[CH:16][N:15]([C:18]3[CH:23]=[CH:22][C:21]([O:24][C:25]([F:28])([F:27])[F:26])=[CH:20][CH:19]=3)[N:14]=2)=[CH:9][CH:8]=1)=[O:5])#[N:2].[CH:29]([C:32]1[CH:37]=[CH:36][CH:35]=[CH:34][C:33]=1[N:38]=[C:39]=[S:40])([CH3:31])[CH3:30].[H-].[Na+].Cl. The catalyst is CN(C=O)C. The product is [C:1](/[C:3](=[C:39](\[NH:38][C:33]1[CH:34]=[CH:35][CH:36]=[CH:37][C:32]=1[CH:29]([CH3:31])[CH3:30])/[SH:40])/[C:4]([NH:6][C:7]1[CH:12]=[CH:11][C:10]([C:13]2[N:17]=[CH:16][N:15]([C:18]3[CH:23]=[CH:22][C:21]([O:24][C:25]([F:28])([F:27])[F:26])=[CH:20][CH:19]=3)[N:14]=2)=[CH:9][CH:8]=1)=[O:5])#[N:2]. The yield is 0.710. (5) The product is [NH2:11][C:10]1[C:2]([NH2:1])=[N:3][CH:4]=[C:5]([CH:9]=1)[C:6]([NH2:8])=[O:7]. The catalyst is CO.O. The yield is 0.730. The reactants are [NH2:1][C:2]1[C:10]([N+:11]([O-])=O)=[CH:9][C:5]([C:6]([NH2:8])=[O:7])=[CH:4][N:3]=1. (6) The reactants are [K].[CH3:2][CH:3]([CH3:5])[O-:4].[K+].Br[C:8]1[CH:9]=[N:10][CH:11]=[C:12]([Br:14])[CH:13]=1. The catalyst is CC(O)C.[Cu]. The product is [Br:14][C:12]1[CH:13]=[C:8]([O:4][CH:3]([CH3:5])[CH3:2])[CH:9]=[N:10][CH:11]=1. The yield is 0.712. (7) The reactants are [Cl:1][C:2]1[CH:3]=[N:4][CH:5]=[CH:6][C:7]=1[NH2:8].Br[CH:10]([CH3:12])[CH3:11].C([O-])(O)=O.[Na+]. No catalyst specified. The product is [Cl:1][C:2]1[CH:3]=[N:4][CH:5]=[CH:6][C:7]=1[NH:8][CH:10]([CH3:12])[CH3:11]. The yield is 0.690. (8) The reactants are [C:1](O)(=O)C.FC(F)(F)C(O)=O.[CH3:12][O:13][C:14]1[CH:15]=[C:16]([CH2:22][CH2:23][NH2:24])[CH:17]=[CH:18][C:19]=1[O:20][CH3:21].C1N2CN3CN(C2)CN1C3. The catalyst is O. The product is [CH3:12][O:13][C:14]1[CH:15]=[C:16]2[C:17](=[CH:18][C:19]=1[O:20][CH3:21])[CH:1]=[N:24][CH2:23][CH2:22]2. The yield is 0.950. (9) The reactants are [OH:1][C@@:2]1([C:9]#[C:10][C:11]2[CH:12]=[C:13]([C:17]3[N:22]=[C:21]([C:23]([O:25]CC)=O)[CH:20]=[C:19]([N:28]4[CH:32]=[N:31][CH:30]=[N:29]4)[CH:18]=3)[CH:14]=[CH:15][CH:16]=2)[CH2:6][CH2:5][N:4]([CH3:7])[C:3]1=[O:8].[NH3:33]. No catalyst specified. The product is [OH:1][C@@:2]1([C:9]#[C:10][C:11]2[CH:12]=[C:13]([C:17]3[N:22]=[C:21]([C:23]([NH2:33])=[O:25])[CH:20]=[C:19]([N:28]4[CH:32]=[N:31][CH:30]=[N:29]4)[CH:18]=3)[CH:14]=[CH:15][CH:16]=2)[CH2:6][CH2:5][N:4]([CH3:7])[C:3]1=[O:8]. The yield is 0.160. (10) The reactants are [NH2:1][C:2]1[N:10]=[CH:9][N:8]=[C:7]2[C:3]=1[N:4]=[CH:5][N:6]2[C@H:11]1[C@@H:15]2[O:16][C:17]([CH3:20])([CH3:19])[O:18][C@@H:14]2[C@@H:13]([CH2:21][N:22]([CH2:39][CH3:40])[CH:23]2[CH2:26][CH:25]([CH2:27][CH2:28][C:29]([O:31]CC3C=CC=CC=3)=[O:30])[CH2:24]2)[O:12]1. The catalyst is CO.[Pd]. The product is [NH2:1][C:2]1[N:10]=[CH:9][N:8]=[C:7]2[C:3]=1[N:4]=[CH:5][N:6]2[C@H:11]1[C@@H:15]2[O:16][C:17]([CH3:20])([CH3:19])[O:18][C@@H:14]2[C@@H:13]([CH2:21][N:22]([CH2:39][CH3:40])[CH:23]2[CH2:26][CH:25]([CH2:27][CH2:28][C:29]([OH:31])=[O:30])[CH2:24]2)[O:12]1. The yield is 0.920.